Dataset: Forward reaction prediction with 1.9M reactions from USPTO patents (1976-2016). Task: Predict the product of the given reaction. (1) Given the reactants C(=O)([O-])[O-].[K+].[K+].[Cl:7][C:8]1[CH:13]=[CH:12][C:11]([OH:14])=[C:10]([C:15]#[N:16])[CH:9]=1.Br[CH:18]([O:27][CH2:28][C:29]1[CH:34]=[CH:33][CH:32]=[CH:31][CH:30]=1)[C:19]([C:21]1[CH:26]=[CH:25][CH:24]=[CH:23][CH:22]=1)=[O:20], predict the reaction product. The product is: [C:15]([C:10]1[CH:9]=[C:8]([Cl:7])[CH:13]=[CH:12][C:11]=1[O:14][CH:18]([O:27][CH2:28][C:29]1[CH:34]=[CH:33][CH:32]=[CH:31][CH:30]=1)[C:19]([C:21]1[CH:26]=[CH:25][CH:24]=[CH:23][CH:22]=1)=[O:20])#[N:16]. (2) Given the reactants [C:1]([OH:11])(=[O:10])[C@@H:2]([C:4]1[CH:9]=[CH:8][CH:7]=[CH:6][CH:5]=1)[OH:3].[N:12]1[CH:17]=[CH:16][CH:15]=[C:14]([CH2:18][C@H:19]2[C@H:24]([NH:25][C:26]([C:28]3[O:29][C:30]4[CH:36]=[CH:35][CH:34]=[CH:33][C:31]=4[CH:32]=3)=[O:27])[CH:23]3[CH2:37][CH2:38][N:20]2[CH2:21][CH2:22]3)[CH:13]=1.C(OCC)(=O)C, predict the reaction product. The product is: [C:1]([OH:11])(=[O:10])[C@@H:2]([C:4]1[CH:9]=[CH:8][CH:7]=[CH:6][CH:5]=1)[OH:3].[N:12]1[CH:17]=[CH:16][CH:15]=[C:14]([CH2:18][C@H:19]2[C@H:24]([NH:25][C:26]([C:28]3[O:29][C:30]4[CH:36]=[CH:35][CH:34]=[CH:33][C:31]=4[CH:32]=3)=[O:27])[CH:23]3[CH2:37][CH2:38][N:20]2[CH2:21][CH2:22]3)[CH:13]=1. (3) The product is: [CH3:1][N:2]([CH3:9])[CH2:3]/[CH:4]=[CH:5]\[C:6]([OH:8])=[O:7]. Given the reactants [CH3:1][N:2]([CH3:9])[CH2:3][C:4]#[C:5][C:6]([OH:8])=[O:7].C(=O)([O-])[O-].[Ca+2], predict the reaction product. (4) Given the reactants [Br:1][C:2]1[CH:7]=[C:6]([N+:8]([O-:10])=[O:9])[C:5]([OH:11])=[C:4]([O:12][CH3:13])[CH:3]=1.Br[CH2:15][C:16]([O:18][CH3:19])=[O:17], predict the reaction product. The product is: [Br:1][C:2]1[CH:7]=[C:6]([N+:8]([O-:10])=[O:9])[C:5]([O:11][CH2:15][C:16]([O:18][CH3:19])=[O:17])=[C:4]([O:12][CH3:13])[CH:3]=1. (5) The product is: [CH3:1][O:2][C:3]1[CH:4]=[C:5]([O:6][CH2:7][C:8]2[S:12][C:11]([C:13]3[CH:18]=[CH:17][C:16]([C:19]([F:22])([F:20])[F:21])=[CH:15][CH:14]=3)=[N:10][C:9]=2[CH2:23][NH:46][CH2:45][CH2:44][C:43]([F:48])([F:47])[F:42])[CH:25]=[CH:26][C:27]=1[C:28]1[NH:32][C:31](=[O:33])[O:30][N:29]=1. Given the reactants [CH3:1][O:2][C:3]1[CH:4]=[C:5]([CH:25]=[CH:26][C:27]=1[C:28]1[NH:32][C:31](=[O:33])[O:30][N:29]=1)[O:6][CH2:7][C:8]1[S:12][C:11]([C:13]2[CH:18]=[CH:17][C:16]([C:19]([F:22])([F:21])[F:20])=[CH:15][CH:14]=2)=[N:10][C:9]=1[CH:23]=O.C(N(CC)CC)C.Cl.[F:42][C:43]([F:48])([F:47])[CH2:44][CH2:45][NH2:46].[BH4-].[Na+], predict the reaction product. (6) Given the reactants [CH:1]([C:3]1[NH:4][C:5]2[CH2:6][CH2:7][CH2:8][CH2:9][C:10]=2[C:11]=1[CH2:12][CH2:13][C:14]([OH:16])=[O:15])=O.[NH:17]1[C:25]2[C:20](=[CH:21][CH:22]=[CH:23][CH:24]=2)[CH2:19][C:18]1=[O:26].N1CCCCC1.N1CCCC1, predict the reaction product. The product is: [O:26]=[C:18]1[C:19](=[CH:1][C:3]2[NH:4][C:5]3[CH2:6][CH2:7][CH2:8][CH2:9][C:10]=3[C:11]=2[CH2:12][CH2:13][C:14]([OH:16])=[O:15])[C:20]2[C:25](=[CH:24][CH:23]=[CH:22][CH:21]=2)[NH:17]1. (7) Given the reactants [CH3:1][N:2]1[CH2:9][CH:8]2[C:10](=[CH:11][C:12]([O:14][CH2:15]C)=[O:13])[CH:4]([CH2:5][CH2:6][CH2:7]2)[CH2:3]1.[Mg].[Cl-].[NH4+], predict the reaction product. The product is: [CH3:1][N:2]1[CH2:9][CH:8]2[CH:10]([CH2:11][C:12]([O:14][CH3:15])=[O:13])[CH:4]([CH2:5][CH2:6][CH2:7]2)[CH2:3]1.